This data is from NCI-60 drug combinations with 297,098 pairs across 59 cell lines. The task is: Regression. Given two drug SMILES strings and cell line genomic features, predict the synergy score measuring deviation from expected non-interaction effect. (1) Drug 1: CC12CCC(CC1=CCC3C2CCC4(C3CC=C4C5=CN=CC=C5)C)O. Drug 2: C1=CN(C=N1)CC(O)(P(=O)(O)O)P(=O)(O)O. Cell line: MDA-MB-435. Synergy scores: CSS=1.73, Synergy_ZIP=-0.407, Synergy_Bliss=1.53, Synergy_Loewe=-4.30, Synergy_HSA=-1.09. (2) Drug 1: C1=CC(=CC=C1CCC2=CNC3=C2C(=O)NC(=N3)N)C(=O)NC(CCC(=O)O)C(=O)O. Drug 2: CCN(CC)CCNC(=O)C1=C(NC(=C1C)C=C2C3=C(C=CC(=C3)F)NC2=O)C. Cell line: PC-3. Synergy scores: CSS=26.3, Synergy_ZIP=7.44, Synergy_Bliss=1.08, Synergy_Loewe=-13.5, Synergy_HSA=1.01. (3) Drug 1: C1CCC(C1)C(CC#N)N2C=C(C=N2)C3=C4C=CNC4=NC=N3. Drug 2: CC12CCC(CC1=CCC3C2CCC4(C3CC=C4C5=CN=CC=C5)C)O. Cell line: NCIH23. Synergy scores: CSS=12.5, Synergy_ZIP=-1.11, Synergy_Bliss=4.96, Synergy_Loewe=4.72, Synergy_HSA=4.73. (4) Synergy scores: CSS=18.3, Synergy_ZIP=-1.19, Synergy_Bliss=2.04, Synergy_Loewe=-12.9, Synergy_HSA=0.744. Drug 2: CCC1(C2=C(COC1=O)C(=O)N3CC4=CC5=C(C=CC(=C5CN(C)C)O)N=C4C3=C2)O.Cl. Drug 1: C1CC(=O)NC(=O)C1N2CC3=C(C2=O)C=CC=C3N. Cell line: HCC-2998. (5) Drug 1: CNC(=O)C1=CC=CC=C1SC2=CC3=C(C=C2)C(=NN3)C=CC4=CC=CC=N4. Drug 2: CC1=C2C(C(=O)C3(C(CC4C(C3C(C(C2(C)C)(CC1OC(=O)C(C(C5=CC=CC=C5)NC(=O)OC(C)(C)C)O)O)OC(=O)C6=CC=CC=C6)(CO4)OC(=O)C)O)C)O. Cell line: HS 578T. Synergy scores: CSS=46.3, Synergy_ZIP=8.64, Synergy_Bliss=11.8, Synergy_Loewe=-10.7, Synergy_HSA=9.55. (6) Drug 1: C1CCC(CC1)NC(=O)N(CCCl)N=O. Drug 2: C1CN1P(=S)(N2CC2)N3CC3. Cell line: CCRF-CEM. Synergy scores: CSS=53.2, Synergy_ZIP=-2.89, Synergy_Bliss=-4.00, Synergy_Loewe=-13.5, Synergy_HSA=-2.36. (7) Drug 1: CC1C(C(=O)NC(C(=O)N2CCCC2C(=O)N(CC(=O)N(C(C(=O)O1)C(C)C)C)C)C(C)C)NC(=O)C3=C4C(=C(C=C3)C)OC5=C(C(=O)C(=C(C5=N4)C(=O)NC6C(OC(=O)C(N(C(=O)CN(C(=O)C7CCCN7C(=O)C(NC6=O)C(C)C)C)C)C(C)C)C)N)C. Drug 2: CC1=C(N=C(N=C1N)C(CC(=O)N)NCC(C(=O)N)N)C(=O)NC(C(C2=CN=CN2)OC3C(C(C(C(O3)CO)O)O)OC4C(C(C(C(O4)CO)O)OC(=O)N)O)C(=O)NC(C)C(C(C)C(=O)NC(C(C)O)C(=O)NCCC5=NC(=CS5)C6=NC(=CS6)C(=O)NCCC[S+](C)C)O. Cell line: HT29. Synergy scores: CSS=31.4, Synergy_ZIP=8.48, Synergy_Bliss=9.12, Synergy_Loewe=10.1, Synergy_HSA=9.22.